This data is from Catalyst prediction with 721,799 reactions and 888 catalyst types from USPTO. The task is: Predict which catalyst facilitates the given reaction. Reactant: Br[C:2]1[C:11]2[C:6](=[CH:7][CH:8]=[CH:9][CH:10]=2)[N:5]=[CH:4][CH:3]=1.[CH:12]1(B(O)O)[CH2:14][CH2:13]1.C1(P(C2CCCCC2)C2CCCCC2)CCCCC1.[O-]P([O-])([O-])=O.[K+].[K+].[K+]. Product: [CH:12]1([C:2]2[C:11]3[C:6](=[CH:7][CH:8]=[CH:9][CH:10]=3)[N:5]=[CH:4][CH:3]=2)[CH2:14][CH2:13]1. The catalyst class is: 93.